This data is from NCI-60 drug combinations with 297,098 pairs across 59 cell lines. The task is: Regression. Given two drug SMILES strings and cell line genomic features, predict the synergy score measuring deviation from expected non-interaction effect. (1) Drug 1: CN(CC1=CN=C2C(=N1)C(=NC(=N2)N)N)C3=CC=C(C=C3)C(=O)NC(CCC(=O)O)C(=O)O. Drug 2: C1CN(CCN1C(=O)CCBr)C(=O)CCBr. Cell line: SF-268. Synergy scores: CSS=23.0, Synergy_ZIP=-5.57, Synergy_Bliss=-2.31, Synergy_Loewe=-18.9, Synergy_HSA=-0.633. (2) Drug 1: CC=C1C(=O)NC(C(=O)OC2CC(=O)NC(C(=O)NC(CSSCCC=C2)C(=O)N1)C(C)C)C(C)C. Drug 2: C1=NC(=NC(=O)N1C2C(C(C(O2)CO)O)O)N. Cell line: BT-549. Synergy scores: CSS=55.6, Synergy_ZIP=-5.45, Synergy_Bliss=-3.05, Synergy_Loewe=-1.48, Synergy_HSA=1.17. (3) Drug 1: C1=NC(=NC(=O)N1C2C(C(C(O2)CO)O)O)N. Drug 2: CN(CC1=CN=C2C(=N1)C(=NC(=N2)N)N)C3=CC=C(C=C3)C(=O)NC(CCC(=O)O)C(=O)O. Cell line: EKVX. Synergy scores: CSS=4.37, Synergy_ZIP=-0.981, Synergy_Bliss=0.680, Synergy_Loewe=-8.07, Synergy_HSA=-1.01. (4) Drug 1: C1=C(C(=O)NC(=O)N1)F. Drug 2: C1C(C(OC1N2C=NC(=NC2=O)N)CO)O. Cell line: CCRF-CEM. Synergy scores: CSS=49.6, Synergy_ZIP=-12.3, Synergy_Bliss=-13.2, Synergy_Loewe=-2.86, Synergy_HSA=1.85. (5) Drug 1: CN(C)N=NC1=C(NC=N1)C(=O)N. Drug 2: CCCS(=O)(=O)NC1=C(C(=C(C=C1)F)C(=O)C2=CNC3=C2C=C(C=N3)C4=CC=C(C=C4)Cl)F. Cell line: MOLT-4. Synergy scores: CSS=-5.20, Synergy_ZIP=2.87, Synergy_Bliss=-8.41, Synergy_Loewe=-11.3, Synergy_HSA=-10.6. (6) Drug 1: CC12CCC3C(C1CCC2=O)CC(=C)C4=CC(=O)C=CC34C. Drug 2: CC1C(C(CC(O1)OC2CC(CC3=C2C(=C4C(=C3O)C(=O)C5=C(C4=O)C(=CC=C5)OC)O)(C(=O)C)O)N)O.Cl. Cell line: RXF 393. Synergy scores: CSS=54.3, Synergy_ZIP=3.04, Synergy_Bliss=4.45, Synergy_Loewe=5.12, Synergy_HSA=5.45. (7) Drug 1: CC=C1C(=O)NC(C(=O)OC2CC(=O)NC(C(=O)NC(CSSCCC=C2)C(=O)N1)C(C)C)C(C)C. Drug 2: CC(C)NC(=O)C1=CC=C(C=C1)CNNC.Cl. Cell line: OVCAR-5. Synergy scores: CSS=39.2, Synergy_ZIP=1.53, Synergy_Bliss=1.55, Synergy_Loewe=-57.0, Synergy_HSA=-1.70. (8) Drug 1: CC12CCC3C(C1CCC2O)C(CC4=C3C=CC(=C4)O)CCCCCCCCCS(=O)CCCC(C(F)(F)F)(F)F. Drug 2: CC1=C2C(C(=O)C3(C(CC4C(C3C(C(C2(C)C)(CC1OC(=O)C(C(C5=CC=CC=C5)NC(=O)OC(C)(C)C)O)O)OC(=O)C6=CC=CC=C6)(CO4)OC(=O)C)O)C)O. Cell line: PC-3. Synergy scores: CSS=1.89, Synergy_ZIP=4.67, Synergy_Bliss=6.13, Synergy_Loewe=0.636, Synergy_HSA=-0.221. (9) Drug 1: C1CC(=O)NC(=O)C1N2CC3=C(C2=O)C=CC=C3N. Drug 2: C1C(C(OC1N2C=C(C(=O)NC2=O)F)CO)O. Cell line: MOLT-4. Synergy scores: CSS=33.3, Synergy_ZIP=-1.43, Synergy_Bliss=-6.15, Synergy_Loewe=-32.4, Synergy_HSA=-7.37.